Predict the reactants needed to synthesize the given product. From a dataset of Full USPTO retrosynthesis dataset with 1.9M reactions from patents (1976-2016). (1) Given the product [CH:10]([C:6]1[CH:5]=[C:4]([S:12]([NH2:15])(=[O:14])=[O:13])[CH:3]=[C:2]([C:24]2[CH:23]=[CH:22][CH:21]=[C:20]([NH:16][C:17]([NH2:19])=[O:18])[CH:25]=2)[C:7]=1[O:8][CH3:9])=[O:11], predict the reactants needed to synthesize it. The reactants are: Br[C:2]1[CH:3]=[C:4]([S:12]([NH2:15])(=[O:14])=[O:13])[CH:5]=[C:6]([CH:10]=[O:11])[C:7]=1[O:8][CH3:9].[NH:16]([C:20]1[CH:21]=[C:22](B(O)O)[CH:23]=[CH:24][CH:25]=1)[C:17]([NH2:19])=[O:18]. (2) Given the product [CH:16]([C:10]1([CH3:19])[S:15][C:14]([NH:8][CH2:7][C:2]2[CH:3]=[CH:4][CH:5]=[CH:6][N:1]=2)=[N:13][C:11]1=[O:12])([CH3:18])[CH3:17], predict the reactants needed to synthesize it. The reactants are: [N:1]1[CH:6]=[CH:5][CH:4]=[CH:3][C:2]=1[CH2:7][NH2:8].Br[C:10]([CH3:19])([CH:16]([CH3:18])[CH3:17])[C:11]([N:13]=[C:14]=[S:15])=[O:12].